Task: Predict the product of the given reaction.. Dataset: Forward reaction prediction with 1.9M reactions from USPTO patents (1976-2016) (1) Given the reactants [C:1]([CH2:9][CH2:10][CH2:11][C:12]([OH:14])=[O:13])(=[O:8])[C:2]1[CH:7]=[CH:6][CH:5]=[CH:4][CH:3]=1.[CH3:15]O, predict the reaction product. The product is: [C:1]([CH2:9][CH2:10][CH2:11][C:12]([O:14][CH3:15])=[O:13])(=[O:8])[C:2]1[CH:7]=[CH:6][CH:5]=[CH:4][CH:3]=1. (2) Given the reactants [CH2:1]([C:8]1[NH:12][C:11]2[CH:13]=[CH:14][C:15]([C:17]#[N:18])=[CH:16][C:10]=2[N:9]=1)[C:2]1[CH:7]=[CH:6][CH:5]=[CH:4][CH:3]=1.[OH2:19].[OH-].[Na+], predict the reaction product. The product is: [C:1]([C:8]1[NH:12][C:11]2[CH:13]=[CH:14][C:15]([C:17]#[N:18])=[CH:16][C:10]=2[N:9]=1)(=[O:19])[C:2]1[CH:3]=[CH:4][CH:5]=[CH:6][CH:7]=1. (3) Given the reactants [CH2:1]([O:8][C:9]1[CH:14]=[CH:13][C:12]([C:15]2[NH:29][C:18]3=[N:19][CH:20]=[C:21]([CH:23]4[CH2:28][CH2:27][NH:26][CH2:25][CH2:24]4)[CH:22]=[C:17]3[N:16]=2)=[CH:11][CH:10]=1)[C:2]1[CH:7]=[CH:6][CH:5]=[CH:4][CH:3]=1.CCN(C(C)C)C(C)C.[CH3:39][S:40](Cl)(=[O:42])=[O:41].O, predict the reaction product. The product is: [CH2:1]([O:8][C:9]1[CH:10]=[CH:11][C:12]([C:15]2[NH:29][C:18]3=[N:19][CH:20]=[C:21]([CH:23]4[CH2:28][CH2:27][N:26]([S:40]([CH3:39])(=[O:42])=[O:41])[CH2:25][CH2:24]4)[CH:22]=[C:17]3[N:16]=2)=[CH:13][CH:14]=1)[C:2]1[CH:3]=[CH:4][CH:5]=[CH:6][CH:7]=1.